From a dataset of Peptide-MHC class II binding affinity with 134,281 pairs from IEDB. Regression. Given a peptide amino acid sequence and an MHC pseudo amino acid sequence, predict their binding affinity value. This is MHC class II binding data. (1) The peptide sequence is AIDLPTHENHGLKTR. The MHC is H-2-IEd with pseudo-sequence H-2-IEd. The binding affinity (normalized) is 0.0287. (2) The peptide sequence is ASRENSGGGVEGIGL. The MHC is HLA-DQA10201-DQB10303 with pseudo-sequence HLA-DQA10201-DQB10303. The binding affinity (normalized) is 0.322. (3) The peptide sequence is GGGQIVGGVYLLPRR. The MHC is HLA-DPA10103-DPB10401 with pseudo-sequence HLA-DPA10103-DPB10401. The binding affinity (normalized) is 0.0785. (4) The peptide sequence is EFRVSTTENVVNLSN. The MHC is DRB1_0404 with pseudo-sequence DRB1_0404. The binding affinity (normalized) is 0.512.